This data is from Reaction yield outcomes from USPTO patents with 853,638 reactions. The task is: Predict the reaction yield, written as a fraction of the theoretical maximum amount of product (1.0 means a 100% yield; for example, 0.34 means a 34% yield). (1) The reactants are [OH-].[Li+].[Br:3][C:4]1[N:5]([C:19]2[C:28]3[C:23](=[CH:24][CH:25]=[CH:26][CH:27]=3)[C:22]([CH:29]3[CH2:31][CH2:30]3)=[CH:21][CH:20]=2)[C:6]([S:9][C:10]2([C:14]([O:16]CC)=[O:15])[CH2:13][CH2:12][CH2:11]2)=[N:7][N:8]=1. The catalyst is C1COCC1.CO. The product is [Br:3][C:4]1[N:5]([C:19]2[C:28]3[C:23](=[CH:24][CH:25]=[CH:26][CH:27]=3)[C:22]([CH:29]3[CH2:31][CH2:30]3)=[CH:21][CH:20]=2)[C:6]([S:9][C:10]2([C:14]([OH:16])=[O:15])[CH2:11][CH2:12][CH2:13]2)=[N:7][N:8]=1. The yield is 0.750. (2) The reactants are [N:1]1[CH:6]=[CH:5][C:4]([CH:7]=O)=[CH:3][CH:2]=1.N1C=CC=CC=1.[CH3:15][C:16]([CH3:22])([C:19](=[O:21])[CH3:20])[C:17]#[N:18].C(NCC)C. The catalyst is C(OCC)(=O)C.O. The product is [CH3:15][C:16]([CH3:22])([C:19](=[O:21])[CH:20]=[CH:7][C:4]1[CH:3]=[CH:2][N:1]=[CH:6][CH:5]=1)[C:17]#[N:18]. The yield is 0.590. (3) The reactants are F[C:2]1[CH:17]=[CH:16][C:15]([O:18][CH3:19])=[CH:14][C:3]=1[CH:4]=[N:5][NH:6][C:7]1[CH:12]=[CH:11][C:10]([F:13])=[CH:9][CH:8]=1.CC(C)([O-])C.[K+]. The catalyst is CN1C(=O)CCC1. The product is [F:13][C:10]1[CH:11]=[CH:12][C:7]([N:6]2[C:2]3[C:3](=[CH:14][C:15]([O:18][CH3:19])=[CH:16][CH:17]=3)[CH:4]=[N:5]2)=[CH:8][CH:9]=1. The yield is 0.360. (4) The reactants are [NH2:1][C@@H:2]([CH2:8][C:9]1[CH:14]=[CH:13][CH:12]=[CH:11][CH:10]=1)[C@H:3]([OH:7])[C:4]([OH:6])=[O:5].[Na+].[Cl-].CCN(CC)CC.Cl[C:25]([C:27]1[C:28]([CH3:37])=[C:29]([O:33][C:34](=[O:36])[CH3:35])[CH:30]=[CH:31][CH:32]=1)=[O:26].Cl.[C:39](OC(=O)C)(=[O:41])[CH3:40].CS(O)(=O)=O. The catalyst is C1COCC1.O. The product is [C:39]([O:7][C@@H:3]([C@@H:2]([NH:1][C:25](=[O:26])[C:27]1[CH:32]=[CH:31][CH:30]=[C:29]([O:33][C:34](=[O:36])[CH3:35])[C:28]=1[CH3:37])[CH2:8][C:9]1[CH:14]=[CH:13][CH:12]=[CH:11][CH:10]=1)[C:4]([OH:6])=[O:5])(=[O:41])[CH3:40]. The yield is 0.745. (5) The reactants are B(Br)(Br)Br.ClCCl.[Cl:8][C:9]1[CH:10]=[CH:11][C:12]([O:23]C)=[C:13]([CH:22]=1)[CH:14]=[CH:15][C:16]1[CH:21]=[CH:20][CH:19]=[CH:18][CH:17]=1. The catalyst is ClCCl.C(OCC)(=O)C. The product is [Cl:8][C:9]1[CH:10]=[CH:11][C:12]([OH:23])=[C:13]([CH:14]=[CH:15][C:16]2[CH:17]=[CH:18][CH:19]=[CH:20][CH:21]=2)[CH:22]=1. The yield is 0.454. (6) The reactants are CC(C)([O-])C.[K+].C1(C)C(S([CH2:16][N+:17]#[C-])(=O)=O)=CC=CC=1.[CH3:20][C:21]1[O:25][C:24]([C:26]2[CH:31]=[CH:30][CH:29]=[CH:28][CH:27]=2)=[N:23][C:22]=1[CH2:32][O:33][C:34]1[CH:35]=[C:36]([CH:47]=[CH:48][CH:49]=1)[CH2:37][S:38][C:39]1[CH:40]=[C:41]([CH:44]=[CH:45][CH:46]=1)[CH:42]=O.CO. The catalyst is C(COC)OC. The product is [CH3:20][C:21]1[O:25][C:24]([C:26]2[CH:31]=[CH:30][CH:29]=[CH:28][CH:27]=2)=[N:23][C:22]=1[CH2:32][O:33][C:34]1[CH:35]=[C:36]([CH:47]=[CH:48][CH:49]=1)[CH2:37][S:38][C:39]1[CH:40]=[C:41]([CH2:42][C:16]#[N:17])[CH:44]=[CH:45][CH:46]=1. The yield is 0.410. (7) The reactants are Br[CH2:2][C:3]([C:5]1[C:6](=[O:16])[O:7][C:8]2[C:13]([CH:14]=1)=[CH:12][CH:11]=[CH:10][C:9]=2[Cl:15])=O.[CH2:17]([O:20][C:21]1[CH:26]=[CH:25][CH:24]=[CH:23][C:22]=1[NH:27][C:28]([NH2:30])=[S:29])[CH2:18][CH3:19]. The catalyst is C(O)C. The product is [Cl:15][C:9]1[CH:10]=[CH:11][CH:12]=[C:13]2[C:8]=1[O:7][C:6](=[O:16])[C:5]([C:3]1[N:30]=[C:28]([NH:27][C:22]3[CH:23]=[CH:24][CH:25]=[CH:26][C:21]=3[O:20][CH2:17][CH2:18][CH3:19])[S:29][CH:2]=1)=[CH:14]2. The yield is 0.560.